This data is from Forward reaction prediction with 1.9M reactions from USPTO patents (1976-2016). The task is: Predict the product of the given reaction. (1) Given the reactants [Cl:1][C:2]1[CH:3]=[CH:4][C:5]([N+:21]([O-])=O)=[C:6]([C:8]2[CH:12]=[C:11]([C:13]3[CH:18]=[CH:17][C:16]([Cl:19])=[CH:15][C:14]=3[Cl:20])[O:10][N:9]=2)[CH:7]=1.C([O-])([O-])=O.[Na+].[Na+].[O-]S(S([O-])=O)=O.[Na+].[Na+].CCOC(C)=O, predict the reaction product. The product is: [Cl:1][C:2]1[CH:3]=[CH:4][C:5]([NH2:21])=[C:6]([C:8]2[CH:12]=[C:11]([C:13]3[CH:18]=[CH:17][C:16]([Cl:19])=[CH:15][C:14]=3[Cl:20])[O:10][N:9]=2)[CH:7]=1. (2) Given the reactants [CH2:1]([N:8]1[CH2:13][CH2:12][N:11]([C:14]([O:16][C:17]([CH3:20])([CH3:19])[CH3:18])=[O:15])[C@H:10]([CH2:21][C:22]2[CH:27]=[CH:26][C:25]([OH:28])=[CH:24][CH:23]=2)[CH2:9]1)[C:2]1[CH:7]=[CH:6][CH:5]=[CH:4][CH:3]=1.C(=O)([O-])[O-].[K+].[K+].[F:35][C:36]([F:51])([F:50])[S:37](OC1C=CC([N+]([O-])=O)=CC=1)(=[O:39])=[O:38].O, predict the reaction product. The product is: [CH2:1]([N:8]1[CH2:13][CH2:12][N:11]([C:14]([O:16][C:17]([CH3:19])([CH3:20])[CH3:18])=[O:15])[C@H:10]([CH2:21][C:22]2[CH:27]=[CH:26][C:25]([O:28][S:37]([C:36]([F:51])([F:50])[F:35])(=[O:39])=[O:38])=[CH:24][CH:23]=2)[CH2:9]1)[C:2]1[CH:3]=[CH:4][CH:5]=[CH:6][CH:7]=1. (3) Given the reactants Cl[C:2]1[N:10]=[C:9]([C:11]2[NH:15][C:14](=[O:16])[O:13][N:12]=2)[N:8]=[C:7]2[C:3]=1[N:4]([CH2:17][C@H:18]1[CH2:23][CH2:22][C@H:21]([CH3:24])[CH2:20][CH2:19]1)[CH:5]=[N:6]2.[Cl:25][C:26]1[CH:27]=[C:28](B(O)O)[CH:29]=[CH:30][CH:31]=1.P([O-])([O-])([O-])=[O:36].[K+].[K+].[K+].O1CCOCC1, predict the reaction product. The product is: [Cl:25][C:26]1[CH:27]=[C:28]([CH:29]=[CH:30][CH:31]=1)[O:36][C:2]1[N:10]=[C:9]([C:11]2[NH:15][C:14](=[O:16])[O:13][N:12]=2)[N:8]=[C:7]2[C:3]=1[N:4]([CH2:17][C@H:18]1[CH2:19][CH2:20][C@H:21]([CH3:24])[CH2:22][CH2:23]1)[CH:5]=[N:6]2. (4) Given the reactants [H-].[Na+].[C:3](#[N:7])[CH2:4][C:5]#[N:6].[Cl:8][C:9]1[CH:14]=[CH:13][C:12](I)=[CH:11][CH:10]=1, predict the reaction product. The product is: [Cl:8][C:9]1[CH:14]=[CH:13][C:12]([CH:4]([C:3]#[N:7])[C:5]#[N:6])=[CH:11][CH:10]=1. (5) Given the reactants C([O:5][C:6]([C:8]1[CH:13]=[C:12](OC2C=CC(NC)=C(N)C=2)[CH:11]=[CH:10][N:9]=1)=[O:7])(C)(C)C.NC(N)=S.IC.C(OC(C1C=C([O:43][C:44]2[CH:62]=[CH:61][C:47]3[N:48]([CH3:60])[C:49]([NH:51][C:52]4[CH:57]=[CH:56][C:55]([Br:58])=[C:54]([F:59])[CH:53]=4)=[N:50][C:46]=3[CH:45]=2)C=CN=1)=O)(C)(C)C.FC(F)(F)C(O)=O, predict the reaction product. The product is: [Br:58][C:55]1[CH:56]=[CH:57][C:52]([NH:51][C:49]2[N:48]([CH3:60])[C:47]3[CH:61]=[CH:62][C:44]([O:43][C:8]4([C:6]([OH:7])=[O:5])[CH:13]=[CH:12][CH:11]=[CH:10][NH:9]4)=[CH:45][C:46]=3[N:50]=2)=[CH:53][C:54]=1[F:59].